From a dataset of Forward reaction prediction with 1.9M reactions from USPTO patents (1976-2016). Predict the product of the given reaction. (1) Given the reactants [N+:1]([C:4]1[CH:9]=[CH:8][C:7]([NH:10][C:11]([CH2:13][C:14]2[S:15][CH:16]=[CH:17][CH:18]=2)=[O:12])=[CH:6][CH:5]=1)([O-])=O.O1CCCC1, predict the reaction product. The product is: [NH2:1][C:4]1[CH:5]=[CH:6][C:7]([NH:10][C:11]([CH2:13][C:14]2[S:15][CH:16]=[CH:17][CH:18]=2)=[O:12])=[CH:8][CH:9]=1. (2) Given the reactants [NH2:1][C:2]1[C:3]2[C:10]([C:11]3[CH:16]=[CH:15][C:14]([NH:17][C:18](=O)[O:19]C4C=CC=CC=4)=[C:13]([O:27][CH3:28])[CH:12]=3)=[CH:9][N:8]([CH:29]3[CH2:34][CH2:33][O:32][CH2:31][CH2:30]3)[C:4]=2[N:5]=[CH:6][N:7]=1.[Br:35][C:36]1[N:37]=[CH:38][S:39][C:40]=1[CH2:41][OH:42], predict the reaction product. The product is: [NH2:1][C:2]1[C:3]2[C:10]([C:11]3[CH:16]=[CH:15][C:14]([NH:17][C:18](=[O:19])[O:42][CH2:41][C:40]4[S:39][CH:38]=[N:37][C:36]=4[Br:35])=[C:13]([O:27][CH3:28])[CH:12]=3)=[CH:9][N:8]([CH:29]3[CH2:34][CH2:33][O:32][CH2:31][CH2:30]3)[C:4]=2[N:5]=[CH:6][N:7]=1.